From a dataset of Forward reaction prediction with 1.9M reactions from USPTO patents (1976-2016). Predict the product of the given reaction. (1) Given the reactants [CH2:1]([O:3][C:4](=[O:32])[CH2:5][C:6]1[CH:7]=[N:8][C:9]([OH:31])=[C:10]([C:12]2[CH:17]=[CH:16][C:15]([C:18]([F:21])([F:20])[F:19])=[CH:14][C:13]=2[CH2:22][N:23]([C:26]([CH:28]2[CH2:30][CH2:29]2)=[O:27])[CH2:24][CH3:25])[CH:11]=1)[CH3:2].[CH2:33](Br)[C:34]1[CH:39]=[CH:38][CH:37]=[CH:36][CH:35]=1, predict the reaction product. The product is: [CH2:1]([O:3][C:4](=[O:32])[CH2:5][C:6]1[CH:7]=[N:8][C:9]([O:31][CH2:33][C:34]2[CH:39]=[CH:38][CH:37]=[CH:36][CH:35]=2)=[C:10]([C:12]2[CH:17]=[CH:16][C:15]([C:18]([F:21])([F:20])[F:19])=[CH:14][C:13]=2[CH2:22][N:23]([C:26]([CH:28]2[CH2:29][CH2:30]2)=[O:27])[CH2:24][CH3:25])[CH:11]=1)[CH3:2]. (2) Given the reactants [C:1]([O:5][C:6]([N:8]1[CH2:13][CH2:12][CH:11]([NH2:14])[CH2:10][CH2:9]1)=[O:7])([CH3:4])([CH3:3])[CH3:2].Cl[C:16]1[N:23]=[CH:22][CH:21]=[CH:20][C:17]=1[C:18]#[N:19].C(=O)([O-])[O-].[K+].[K+].CS(C)=O, predict the reaction product. The product is: [C:1]([O:5][C:6]([N:8]1[CH2:13][CH2:12][CH:11]([NH:14][C:16]2[C:17]([C:18]#[N:19])=[CH:20][CH:21]=[CH:22][N:23]=2)[CH2:10][CH2:9]1)=[O:7])([CH3:4])([CH3:2])[CH3:3]. (3) The product is: [C:22]1([CH2:28][C:29]([N:19]2[CH2:20][CH2:21][C:11]3([NH:10][C:9]4[CH:8]=[C:7]([C:4]5[CH:5]=[CH:6][N:1]=[CH:2][CH:3]=5)[S:15][C:14]=4[C:13](=[O:16])[NH:12]3)[CH2:17][CH2:18]2)=[O:30])[CH:27]=[CH:26][CH:25]=[CH:24][CH:23]=1. Given the reactants [N:1]1[CH:6]=[CH:5][C:4]([C:7]2[S:15][C:14]3[C:13](=[O:16])[NH:12][C:11]4([CH2:21][CH2:20][NH:19][CH2:18][CH2:17]4)[NH:10][C:9]=3[CH:8]=2)=[CH:3][CH:2]=1.[C:22]1([CH2:28][C:29](O)=[O:30])[CH:27]=[CH:26][CH:25]=[CH:24][CH:23]=1.C(N(CC)C(C)C)(C)C.Cl.C(N=C=NCCCN(C)C)C.OC1C2N=NNC=2C=CC=1.C([O-])(O)=O.[Na+], predict the reaction product. (4) Given the reactants F[C:2]1[CH:7]=[C:6]([C:8]2[C:9]([C:15]3[O:16][CH:17]=[CH:18][CH:19]=3)=[N:10][C:11]([NH2:14])=[N:12][CH:13]=2)[CH:5]=[CH:4][N:3]=1.[C-]#[N:21].[Na+].[C:23]([O:26]CC)(=O)[CH3:24], predict the reaction product. The product is: [NH2:14][C:11]1[N:10]=[C:9]([C:15]2[O:16][CH:17]=[CH:18][CH:19]=2)[C:8]([C:6]2[CH:5]=[CH:4][N:3]=[C:2]([CH2:24][C:23]([NH2:21])=[O:26])[CH:7]=2)=[CH:13][N:12]=1.